From a dataset of Peptide-MHC class II binding affinity with 134,281 pairs from IEDB. Regression. Given a peptide amino acid sequence and an MHC pseudo amino acid sequence, predict their binding affinity value. This is MHC class II binding data. (1) The peptide sequence is ASAAILGHDGTVWAQ. The MHC is DRB1_0901 with pseudo-sequence DRB1_0901. The binding affinity (normalized) is 0.320. (2) The peptide sequence is YDKFLYNVSTVLTGK. The MHC is DRB1_1001 with pseudo-sequence DRB1_1001. The binding affinity (normalized) is 0.677. (3) The peptide sequence is LVKYVNGDGDVVAVDIKEKG. The MHC is DRB1_1101 with pseudo-sequence DRB1_1101. The binding affinity (normalized) is 0.464. (4) The peptide sequence is GVLQTFMRMAWGGSY. The MHC is DRB1_0301 with pseudo-sequence DRB1_0301. The binding affinity (normalized) is 0.338. (5) The peptide sequence is APSGRIVMELYADVV. The MHC is DRB1_0802 with pseudo-sequence DRB1_0802. The binding affinity (normalized) is 0.542. (6) The peptide sequence is YDKFLANVSWVLTGK. The MHC is DRB1_0701 with pseudo-sequence DRB1_0701. The binding affinity (normalized) is 0.745. (7) The peptide sequence is NHFFNHHKVMLLGHD. The MHC is DRB1_1101 with pseudo-sequence DRB1_1101. The binding affinity (normalized) is 0.495.